From a dataset of Full USPTO retrosynthesis dataset with 1.9M reactions from patents (1976-2016). Predict the reactants needed to synthesize the given product. (1) Given the product [C:1]([O:5][C:6](=[O:20])[N:7]([C:9]1[CH:14]=[C:13]([O:15][CH3:16])[CH:12]=[CH:11][C:10]=1[NH2:17])[CH3:8])([CH3:4])([CH3:2])[CH3:3], predict the reactants needed to synthesize it. The reactants are: [C:1]([O:5][C:6](=[O:20])[N:7]([C:9]1[CH:14]=[C:13]([O:15][CH3:16])[CH:12]=[CH:11][C:10]=1[N+:17]([O-])=O)[CH3:8])([CH3:4])([CH3:3])[CH3:2].[H][H]. (2) Given the product [Cl:11][C:8]1[CH:9]=[CH:10][C:5]([C:3](=[O:4])[CH2:2][S:13][CH3:12])=[CH:6][CH:7]=1, predict the reactants needed to synthesize it. The reactants are: Br[CH2:2][C:3]([C:5]1[CH:10]=[CH:9][C:8]([Cl:11])=[CH:7][CH:6]=1)=[O:4].[CH3:12][S-:13].[Na+]. (3) Given the product [Cl:32][C:26]1[CH:27]=[CH:28][C:29]([C:14]2[C:15]3[N:16]=[C:7]([N:1]4[CH2:6][CH2:5][O:4][CH2:3][CH2:2]4)[S:8][C:9]=3[C:10](=[O:21])[NH:11][CH2:12][CH:13]=2)=[CH:30][C:25]=1[C:24]([O:23][CH3:22])=[O:33], predict the reactants needed to synthesize it. The reactants are: [N:1]1([C:7]2[S:8][C:9]3[C:10](=[O:21])[NH:11][CH2:12][CH:13]=[C:14]([Sn](C)(C)C)[C:15]=3[N:16]=2)[CH2:6][CH2:5][O:4][CH2:3][CH2:2]1.[CH3:22][O:23][C:24](=[O:33])[C:25]1[CH:30]=[C:29](Br)[CH:28]=[CH:27][C:26]=1[Cl:32].[F-].[Cs+].